Task: Predict the product of the given reaction.. Dataset: Forward reaction prediction with 1.9M reactions from USPTO patents (1976-2016) (1) Given the reactants [CH:1]1[C:13]2[CH:12]([CH2:14][O:15][C:16]([N:18]3[CH2:23][CH:22]=[C:21]([C:24]4[CH:29]=[CH:28][CH:27]=[CH:26][CH:25]=4)[CH2:20][CH2:19]3)=[O:17])[C:11]3[C:6](=[CH:7][CH:8]=[CH:9][CH:10]=3)[C:5]=2[CH:4]=[CH:3][CH:2]=1.B(F)(F)F.[C:34]1([OH:40])[CH:39]=[CH:38][CH:37]=[CH:36][CH:35]=1, predict the reaction product. The product is: [CH:10]1[C:11]2[CH:12]([CH2:14][O:15][C:16]([N:18]3[CH2:19][CH2:20][C:21]([C:37]4[CH:38]=[CH:39][C:34]([OH:40])=[CH:35][CH:36]=4)([C:24]4[CH:25]=[CH:26][CH:27]=[CH:28][CH:29]=4)[CH2:22][CH2:23]3)=[O:17])[C:13]3[C:5](=[CH:4][CH:3]=[CH:2][CH:1]=3)[C:6]=2[CH:7]=[CH:8][CH:9]=1. (2) Given the reactants O1C2CCCC([NH2:10])C=2C=C1.[CH3:11][O:12][C:13]1[CH:22]=[C:21]2[C:16]([CH2:17][CH2:18][CH2:19][C:20]2=O)=[CH:15][CH:14]=1, predict the reaction product. The product is: [CH3:11][O:12][C:13]1[CH:22]=[C:21]2[C:16]([CH2:17][CH2:18][CH2:19][CH:20]2[NH2:10])=[CH:15][CH:14]=1. (3) Given the reactants [OH-].[Na+].[C:3]([C:6]1[CH:18]=[CH:17][C:9]2[CH2:10][CH2:11][N:12]([CH:15]=[O:16])[CH2:13][CH2:14][C:8]=2[CH:7]=1)(=[O:5])C.BrBr.CC(C)=[O:23], predict the reaction product. The product is: [CH:15]([N:12]1[CH2:11][CH2:10][C:9]2[CH:17]=[CH:18][C:6]([C:3]([OH:5])=[O:23])=[CH:7][C:8]=2[CH2:14][CH2:13]1)=[O:16].